This data is from Full USPTO retrosynthesis dataset with 1.9M reactions from patents (1976-2016). The task is: Predict the reactants needed to synthesize the given product. (1) The reactants are: [C:1](Cl)(Cl)=[S:2].[NH2:5][C:6]1[C:7]([Cl:16])=[N:8][CH:9]=[C:10]([CH:15]=1)[C:11]([O:13][CH3:14])=[O:12].C(=O)([O-])[O-].[Na+].[Na+].C(OCC)(=O)C. Given the product [Cl:16][C:7]1[C:6]([N:5]=[C:1]=[S:2])=[CH:15][C:10]([C:11]([O:13][CH3:14])=[O:12])=[CH:9][N:8]=1, predict the reactants needed to synthesize it. (2) The reactants are: C([O-])([O-])=O.[K+].[K+].[CH2:7]([O:9][C:10](=[O:23])[C:11]1[CH:16]=[C:15](I)[C:14]([O:18][CH2:19][O:20][CH3:21])=[C:13](Br)[CH:12]=1)[CH3:8].C(O[C:27](=O)[C:28]1[CH:33]=[C:32](Br)[C:31](OCOC)=[C:30](Br)[CH:29]=1)C.[CH3:41][C:42]1[CH:43]=[C:44](B(O)O)[CH:45]=C[CH:47]=1.[CH2:51](Cl)Cl.CCO[C:57]([CH3:59])=O. Given the product [CH2:7]([O:9][C:10](=[O:23])[C:11]1[CH:16]=[C:15]([C:44]2[CH:43]=[C:42]([CH3:47])[CH:41]=[C:57]([CH3:59])[CH:45]=2)[C:14]([O:18][CH2:19][O:20][CH3:21])=[C:13]([C:32]2[CH:31]=[C:30]([CH3:51])[CH:29]=[C:28]([CH3:27])[CH:33]=2)[CH:12]=1)[CH3:8], predict the reactants needed to synthesize it. (3) Given the product [CH3:19][O:20][C:21]([C:23]1[N:24]([S:30]([CH3:33])(=[O:32])=[O:31])[CH:25]=[C:26]([C:28]([OH:3])=[O:29])[CH:27]=1)=[O:22], predict the reactants needed to synthesize it. The reactants are: CC(C)=[O:3].OS(O)(=O)=O.O=[Cr](=O)=O.S(=O)(=O)(O)O.[CH3:19][O:20][C:21]([C:23]1[N:24]([S:30]([CH3:33])(=[O:32])=[O:31])[CH:25]=[C:26]([CH:28]=[O:29])[CH:27]=1)=[O:22]. (4) Given the product [Cl:27][C:28]1[CH:33]=[C:32]([C:2]2[CH:3]=[C:4]3[C:9](=[CH:10][CH:11]=2)[N:8]=[CH:7][C:6]([C:12]([CH:14]2[CH2:16][CH2:15]2)=[O:13])=[C:5]3[N:17]2[CH2:22][CH2:21][CH:20]([CH2:23][N:24]([CH3:26])[CH3:25])[CH2:19][CH2:18]2)[CH:31]=[C:30]([O:43][CH3:44])[C:29]=1[OH:45], predict the reactants needed to synthesize it. The reactants are: Br[C:2]1[CH:3]=[C:4]2[C:9](=[CH:10][CH:11]=1)[N:8]=[CH:7][C:6]([C:12]([CH:14]1[CH2:16][CH2:15]1)=[O:13])=[C:5]2[N:17]1[CH2:22][CH2:21][CH:20]([CH2:23][N:24]([CH3:26])[CH3:25])[CH2:19][CH2:18]1.[Cl:27][C:28]1[CH:33]=[C:32](B2CC(C)(C)C(C)(C)C2)[CH:31]=[C:30]([O:43][CH3:44])[C:29]=1[OH:45].